Dataset: Reaction yield outcomes from USPTO patents with 853,638 reactions. Task: Predict the reaction yield, written as a fraction of the theoretical maximum amount of product (1.0 means a 100% yield; for example, 0.34 means a 34% yield). (1) The reactants are Br[C:2]1[CH:3]=[C:4]2[C:8](=[CH:9][CH:10]=1)[NH:7][CH:6]=[CH:5]2.CC1(C)C(C)(C)OB([C:19]2[CH:20]=[C:21]3[C:26](=[CH:27][CH:28]=2)[CH:25]=[C:24]([NH:29][C:30]([C:32]2[CH:36]=[CH:35][S:34][CH:33]=2)=[O:31])[CH:23]=[CH:22]3)O1.C([O-])([O-])=O.[K+].[K+].O1CCOCC1. The catalyst is [Pd].O. The product is [NH:7]1[C:8]2[C:4](=[CH:3][C:2]([C:19]3[CH:20]=[C:21]4[C:26](=[CH:27][CH:28]=3)[CH:25]=[C:24]([NH:29][C:30]([C:32]3[CH:36]=[CH:35][S:34][CH:33]=3)=[O:31])[CH:23]=[CH:22]4)=[CH:10][CH:9]=2)[CH:5]=[CH:6]1. The yield is 0.210. (2) The product is [CH2:25]([O:32][C:33]([NH:35][C:36]1[C:37]([C:47]([NH:49][C:50]2[CH:51]=[N:52][CH:53]=[CH:54][C:55]=2[N:56]2[CH2:61][C@H:60]([CH3:62])[C@H:59]([NH:63][C:64](=[O:67])[O:65][CH3:66])[C@H:58]([NH:68][C:69](=[O:75])[O:70][C:71]([CH3:74])([CH3:73])[CH3:72])[CH2:57]2)=[O:48])=[N:38][C:39]2[C:44]([CH:45]=1)=[CH:43][CH:42]=[C:41]([C:5]1[CH2:6][CH2:7][N:2]([CH3:1])[CH2:3][CH:4]=1)[CH:40]=2)=[O:34])[C:26]1[CH:31]=[CH:30][CH:29]=[CH:28][CH:27]=1. The catalyst is O1CCOCC1.C1(P(C2CCCCC2)C2C=CC=CC=2C2C(C(C)C)=CC(C(C)C)=CC=2C(C)C)CCCCC1.NC1C=CC=CC=1C1C=CC=CC=1[Pd]Cl. The yield is 0.190. The reactants are [CH3:1][N:2]1[CH2:7][CH:6]=[C:5](B2OC(C)(C)C(C)(C)O2)[CH2:4][CH2:3]1.[O-]P([O-])([O-])=O.[K+].[K+].[K+].[CH2:25]([O:32][C:33]([NH:35][C:36]1[C:37]([C:47]([NH:49][C:50]2[CH:51]=[N:52][CH:53]=[CH:54][C:55]=2[N:56]2[CH2:61][C@H:60]([CH3:62])[C@H:59]([NH:63][C:64](=[O:67])[O:65][CH3:66])[C@H:58]([NH:68][C:69](=[O:75])[O:70][C:71]([CH3:74])([CH3:73])[CH3:72])[CH2:57]2)=[O:48])=[N:38][C:39]2[C:44]([CH:45]=1)=[CH:43][CH:42]=[C:41](Br)[CH:40]=2)=[O:34])[C:26]1[CH:31]=[CH:30][CH:29]=[CH:28][CH:27]=1. (3) The reactants are [NH2:1][C:2]1[C:7]([F:8])=[C:6](F)[N:5]=[C:4]([C:10]([O:12][CH:13]([CH3:15])[CH3:14])=[O:11])[CH:3]=1.C([O-])(O)=O.[Na+].[ClH:21]. The catalyst is CCOC(C)=O. The product is [NH2:1][C:2]1[C:7]([F:8])=[C:6]([Cl:21])[N:5]=[C:4]([C:10]([O:12][CH:13]([CH3:15])[CH3:14])=[O:11])[CH:3]=1. The yield is 0.460. (4) The reactants are C([O:4][CH:5]1[CH2:13][C:12]2[C:7](=[C:8]([NH:18]C(=O)C)[CH:9]=[CH:10][C:11]=2[NH:14]C(=O)C)[CH2:6]1)(=O)C.[ClH:22]. The catalyst is C(O)C. The product is [ClH:22].[ClH:22].[NH2:14][C:11]1[CH:10]=[CH:9][C:8]([NH2:18])=[C:7]2[C:12]=1[CH2:13][CH:5]([OH:4])[CH2:6]2. The yield is 0.730. (5) The reactants are Cl[C:2]1[N:7]=[C:6]([C:8]2[N:12]3[CH:13]=[CH:14][CH:15]=[CH:16][C:11]3=[N:10][C:9]=2[C:17]2[CH:18]=[CH:19][C:20]([O:34][CH2:35][CH3:36])=[C:21]([CH:33]=2)[C:22]([NH:24][C:25]2[C:30]([F:31])=[CH:29][CH:28]=[CH:27][C:26]=2[F:32])=[O:23])[CH:5]=[CH:4][N:3]=1.[CH3:37][C:38]1[C:39]([CH:47]2[CH2:52][CH2:51][N:50]([CH2:53][CH2:54][CH3:55])[CH2:49][CH2:48]2)=[CH:40][C:41]([O:45][CH3:46])=[C:42]([CH:44]=1)[NH2:43].C1(C)C=CC(S(O)(=O)=O)=CC=1.C[O-].[Na+]. The catalyst is C(Cl)Cl.CC(O)C. The product is [F:32][C:26]1[CH:27]=[CH:28][CH:29]=[C:30]([F:31])[C:25]=1[NH:24][C:22](=[O:23])[C:21]1[CH:33]=[C:17]([C:9]2[N:10]=[C:11]3[CH:16]=[CH:15][CH:14]=[CH:13][N:12]3[C:8]=2[C:6]2[CH:5]=[CH:4][N:3]=[C:2]([NH:43][C:42]3[CH:44]=[C:38]([CH3:37])[C:39]([CH:47]4[CH2:52][CH2:51][N:50]([CH2:53][CH2:54][CH3:55])[CH2:49][CH2:48]4)=[CH:40][C:41]=3[O:45][CH3:46])[N:7]=2)[CH:18]=[CH:19][C:20]=1[O:34][CH2:35][CH3:36]. The yield is 0.500. (6) The reactants are [C:1]([O:4][CH2:5][C:6]1[C:14]([CH2:15][C@@H:16]([CH2:22][C:23]([O:25][CH2:26][CH3:27])=[O:24])[C:17]([O:19][CH2:20][CH3:21])=[O:18])=[CH:13][C:12]([Cl:28])=[C:11]2[C:7]=1[CH:8]=[N:9][NH:10]2)(=[O:3])[CH3:2].[Cl:29]N1C(=O)CCC1=O. The catalyst is CN(C)C=O.C(OCC)(=O)C. The product is [C:1]([O:4][CH2:5][C:6]1[C:14]([CH2:15][C@@H:16]([CH2:22][C:23]([O:25][CH2:26][CH3:27])=[O:24])[C:17]([O:19][CH2:20][CH3:21])=[O:18])=[CH:13][C:12]([Cl:28])=[C:11]2[C:7]=1[C:8]([Cl:29])=[N:9][NH:10]2)(=[O:3])[CH3:2]. The yield is 1.00. (7) The reactants are [C:1]1(=[O:7])[O:6][CH2:5][CH2:4][CH2:3][CH2:2]1.[CH2:8](Br)[C:9]1[CH:14]=[CH:13][CH:12]=[CH:11][CH:10]=1.[OH-:16].[Na+]. The catalyst is [Br-].C([N+](CCCC)(CCCC)CCCC)CCC. The product is [OH:16][CH2:5][CH2:4][CH2:3][CH2:2][C:1]([O:6][CH2:8][C:9]1[CH:14]=[CH:13][CH:12]=[CH:11][CH:10]=1)=[O:7]. The yield is 0.150.